This data is from NCI-60 drug combinations with 297,098 pairs across 59 cell lines. The task is: Regression. Given two drug SMILES strings and cell line genomic features, predict the synergy score measuring deviation from expected non-interaction effect. Drug 1: C1=CC(=CC=C1C#N)C(C2=CC=C(C=C2)C#N)N3C=NC=N3. Drug 2: CC1=C(C(=O)C2=C(C1=O)N3CC4C(C3(C2COC(=O)N)OC)N4)N. Cell line: HCT-15. Synergy scores: CSS=35.4, Synergy_ZIP=-0.803, Synergy_Bliss=-4.70, Synergy_Loewe=-20.9, Synergy_HSA=-7.69.